This data is from Experimentally validated miRNA-target interactions with 360,000+ pairs, plus equal number of negative samples. The task is: Binary Classification. Given a miRNA mature sequence and a target amino acid sequence, predict their likelihood of interaction. (1) The miRNA is hsa-miR-6805-5p with sequence UAGGGGGCGGCUUGUGGAGUGU. The protein sequence of the target gene is MDAEGLALLLPPVTLAALVDSWLREDCPGLNYAALVSGAGPSQAALWAKSPGVLAGQPFFDAIFTQLNCQVSWFLPEGSKLVPVARVAEVRGPAHCLLLGERVALNTLARCSGIASAAAAAVEAARGAGWTGHVAGTRKTTPGFRLVEKYGLLVGGAASHRYDLGGLVMVKDNHVVAAGGVEKAVRAARQAADFTLKVEVECSSLQEAVQAAEAGADLVLLDNFKPEELHPTATVLKAQFPSVAVEASGGITLDNLPQFCGPHIDVISMGMLTQAAPALDFSLKLFAKEVAPVPKIH. Result: 0 (no interaction). (2) The miRNA is dme-miR-12-5p with sequence UGAGUAUUACAUCAGGUACUGGU. The protein sequence of the target gene is MQYLNFPRMPNIMMFLEVAILCLWVVADASASSAKFGSTTPASAQQSDVELEPINGTLNYRLYAKKGRDDKPWFDGLDSRHIQCVRRARCYPTSNATNTCFGSKLPYELSSLDLTDFHTEKELNDKLNDYYALKHVPKCWAAIQPFLCAVFKPKCEKINGEDMVYLPSYEMCRITMEPCRILYNTTFFPKFLRCNETLFPTKCTNGARGMKFNGTGQCLSPLVPTDTSASYYPGIEGCGVRCKDPLYTDDEHRQIHKLIGWAGSICLLSNLFVVSTFFIDWKNANKYPAVIVFYINLCFL.... Result: 1 (interaction).